This data is from Peptide-MHC class II binding affinity with 134,281 pairs from IEDB. The task is: Regression. Given a peptide amino acid sequence and an MHC pseudo amino acid sequence, predict their binding affinity value. This is MHC class II binding data. (1) The peptide sequence is IWDYKREAPAHVSTI. The MHC is DRB1_1501 with pseudo-sequence DRB1_1501. The binding affinity (normalized) is 0.467. (2) The peptide sequence is KPLLIAEDVEGEY. The MHC is HLA-DQA10301-DQB10301 with pseudo-sequence HLA-DQA10301-DQB10301. The binding affinity (normalized) is 0.